From a dataset of hERG potassium channel inhibition data for cardiac toxicity prediction from Karim et al.. Regression/Classification. Given a drug SMILES string, predict its toxicity properties. Task type varies by dataset: regression for continuous values (e.g., LD50, hERG inhibition percentage) or binary classification for toxic/non-toxic outcomes (e.g., AMES mutagenicity, cardiotoxicity, hepatotoxicity). Dataset: herg_karim. (1) The compound is CS(=O)(=O)c1ccc(C2=C(c3ccccc3)C(=O)OC2)cc1. The result is 0 (non-blocker). (2) The drug is COc1cccc(N2CCC3CN(CCCSc4nnc(-c5cnccn5)n4C)CC32)c1. The result is 1 (blocker). (3) The molecule is COc1cc(F)ccc1-c1cncc(CNC(=O)C2CC2)c1. The result is 0 (non-blocker). (4) The molecule is COc1cc(/C=C/c2nc3ccccc3c(=O)n2C)ccc1-n1cnc(C)c1. The result is 1 (blocker).